Dataset: Forward reaction prediction with 1.9M reactions from USPTO patents (1976-2016). Task: Predict the product of the given reaction. Given the reactants [Cl:1][C:2]1[CH:3]=[C:4]2[C:9](=[CH:10][C:11]=1[O:12][C:13]1[CH:21]=[CH:20][C:16]([C:17]([OH:19])=O)=[CH:15][CH:14]=1)[O:8][CH2:7][CH2:6][CH:5]2[C:22]([O:24][CH2:25][CH3:26])=[O:23].C(Cl)(=O)C(Cl)=O.[Cl:33][C:34]1[CH:39]=[CH:38][C:37]([CH2:40][CH2:41][CH2:42][NH2:43])=[CH:36][CH:35]=1.CCN(C(C)C)C(C)C, predict the reaction product. The product is: [Cl:1][C:2]1[CH:3]=[C:4]2[C:9](=[CH:10][C:11]=1[O:12][C:13]1[CH:21]=[CH:20][C:16]([C:17](=[O:19])[NH:43][CH2:42][CH2:41][CH2:40][C:37]3[CH:36]=[CH:35][C:34]([Cl:33])=[CH:39][CH:38]=3)=[CH:15][CH:14]=1)[O:8][CH2:7][CH2:6][CH:5]2[C:22]([O:24][CH2:25][CH3:26])=[O:23].